This data is from Full USPTO retrosynthesis dataset with 1.9M reactions from patents (1976-2016). The task is: Predict the reactants needed to synthesize the given product. Given the product [CH3:1][O:2][C:3]([C:5]1[CH:6]=[CH:7][CH:8]=[C:9]2[C:14]=1[N:13]=[CH:12][C:11]([OH:18])=[CH:10]2)=[O:4], predict the reactants needed to synthesize it. The reactants are: [CH3:1][O:2][C:3]([C:5]1[CH:6]=[CH:7][CH:8]=[C:9]2[C:14]=1[N:13]=[CH:12][CH:11]=[CH:10]2)=[O:4].OO.C([O-])(O)=[O:18].[Na+].